Dataset: Forward reaction prediction with 1.9M reactions from USPTO patents (1976-2016). Task: Predict the product of the given reaction. (1) Given the reactants C1C=CC2N(O)N=NC=2C=1.CCN(C(C)C)C(C)C.CCN=C=NCCCN(C)C.Cl.[C:32]([O:36][C:37]([N:39]1[CH2:44][CH2:43][NH:42][CH2:41][CH2:40]1)=[O:38])([CH3:35])([CH3:34])[CH3:33].[F:45][C:46]1[CH:47]=[C:48]([CH:52]=[CH:53][CH:54]=1)[C:49](O)=[O:50], predict the reaction product. The product is: [C:32]([O:36][C:37]([N:39]1[CH2:44][CH2:43][N:42]([C:49](=[O:50])[C:48]2[CH:52]=[CH:53][CH:54]=[C:46]([F:45])[CH:47]=2)[CH2:41][CH2:40]1)=[O:38])([CH3:35])([CH3:33])[CH3:34]. (2) Given the reactants [F:1][C:2]1[CH:7]=[CH:6][C:5]([CH:8]([C:12]2[CH:17]=[CH:16][C:15]([F:18])=[CH:14][CH:13]=2)[C:9]([OH:11])=O)=[CH:4][CH:3]=1.[NH2:19][CH2:20][CH2:21][CH2:22][N:23]1[CH2:28][CH2:27][CH:26]([C:29]2[CH:30]=[C:31]([NH:35][C:36](=[O:40])[CH2:37][CH2:38][CH3:39])[CH:32]=[CH:33][CH:34]=2)[CH2:25][CH2:24]1, predict the reaction product. The product is: [F:18][C:15]1[CH:16]=[CH:17][C:12]([CH:8]([C:5]2[CH:4]=[CH:3][C:2]([F:1])=[CH:7][CH:6]=2)[C:9]([NH:19][CH2:20][CH2:21][CH2:22][N:23]2[CH2:28][CH2:27][CH:26]([C:29]3[CH:30]=[C:31]([NH:35][C:36](=[O:40])[CH2:37][CH2:38][CH3:39])[CH:32]=[CH:33][CH:34]=3)[CH2:25][CH2:24]2)=[O:11])=[CH:13][CH:14]=1.